This data is from Merck oncology drug combination screen with 23,052 pairs across 39 cell lines. The task is: Regression. Given two drug SMILES strings and cell line genomic features, predict the synergy score measuring deviation from expected non-interaction effect. (1) Drug 1: O=C(CCCCCCC(=O)Nc1ccccc1)NO. Drug 2: Cc1nc(Nc2ncc(C(=O)Nc3c(C)cccc3Cl)s2)cc(N2CCN(CCO)CC2)n1. Cell line: LOVO. Synergy scores: synergy=12.5. (2) Drug 1: COC12C(COC(N)=O)C3=C(C(=O)C(C)=C(N)C3=O)N1CC1NC12. Drug 2: O=C(NOCC(O)CO)c1ccc(F)c(F)c1Nc1ccc(I)cc1F. Cell line: NCIH460. Synergy scores: synergy=7.28. (3) Drug 1: CN(Cc1cnc2nc(N)nc(N)c2n1)c1ccc(C(=O)NC(CCC(=O)O)C(=O)O)cc1. Synergy scores: synergy=-2.02. Cell line: HT29. Drug 2: COC1CC2CCC(C)C(O)(O2)C(=O)C(=O)N2CCCCC2C(=O)OC(C(C)CC2CCC(OP(C)(C)=O)C(OC)C2)CC(=O)C(C)C=C(C)C(O)C(OC)C(=O)C(C)CC(C)C=CC=CC=C1C. (4) Drug 1: COc1cccc2c1C(=O)c1c(O)c3c(c(O)c1C2=O)CC(O)(C(=O)CO)CC3OC1CC(N)C(O)C(C)O1. Drug 2: C#Cc1cccc(Nc2ncnc3cc(OCCOC)c(OCCOC)cc23)c1. Cell line: ES2. Synergy scores: synergy=-4.49. (5) Drug 1: Cn1nnc2c(C(N)=O)ncn2c1=O. Drug 2: CS(=O)(=O)CCNCc1ccc(-c2ccc3ncnc(Nc4ccc(OCc5cccc(F)c5)c(Cl)c4)c3c2)o1. Cell line: UACC62. Synergy scores: synergy=27.1. (6) Drug 1: Cc1nc(Nc2ncc(C(=O)Nc3c(C)cccc3Cl)s2)cc(N2CCN(CCO)CC2)n1. Drug 2: COC1=C2CC(C)CC(OC)C(O)C(C)C=C(C)C(OC(N)=O)C(OC)C=CC=C(C)C(=O)NC(=CC1=O)C2=O. Cell line: SKMES1. Synergy scores: synergy=33.0. (7) Drug 1: CCC1(O)CC2CN(CCc3c([nH]c4ccccc34)C(C(=O)OC)(c3cc4c(cc3OC)N(C)C3C(O)(C(=O)OC)C(OC(C)=O)C5(CC)C=CCN6CCC43C65)C2)C1. Drug 2: Cc1nc(Nc2ncc(C(=O)Nc3c(C)cccc3Cl)s2)cc(N2CCN(CCO)CC2)n1. Cell line: SKOV3. Synergy scores: synergy=9.26. (8) Drug 1: COC12C(COC(N)=O)C3=C(C(=O)C(C)=C(N)C3=O)N1CC1NC12. Drug 2: C#Cc1cccc(Nc2ncnc3cc(OCCOC)c(OCCOC)cc23)c1. Synergy scores: synergy=-52.6. Cell line: A2780.